From a dataset of Catalyst prediction with 721,799 reactions and 888 catalyst types from USPTO. Predict which catalyst facilitates the given reaction. (1) Reactant: CS(Cl)(=O)=O.[CH3:6][C:7]1[S:11][C:10]2[CH:12]=[CH:13][CH:14]=[CH:15][C:9]=2[C:8]=1[S:16][C:17]1[CH:22]=[CH:21][CH:20]=[CH:19][C:18]=1[CH2:23]O.[CH2:25]([N:27](CC)CC)C.CN.C([O-])(O)=O.[Na+]. Product: [CH3:25][NH:27][CH2:23][C:18]1[CH:19]=[CH:20][CH:21]=[CH:22][C:17]=1[S:16][C:8]1[C:9]2[CH:15]=[CH:14][CH:13]=[CH:12][C:10]=2[S:11][C:7]=1[CH3:6]. The catalyst class is: 1. (2) Reactant: [CH2:1]([C:5]1[C:9](/[CH:10]=[CH:11]/[C:12]2[S:13][C:14]([C:18]([OH:20])=O)=[C:15]([CH3:17])[N:16]=2)=[C:8]([CH3:21])[O:7][N:6]=1)[CH2:2][CH2:3][CH3:4].F[B-](F)(F)F.N1(OC(N(C)C)=[N+](C)C)C2C=CC=CC=2N=N1.C(N(CC)C(C)C)(C)C.[CH3:53][N:54]([CH3:56])[NH2:55]. Product: [CH3:53][N:54]([CH3:56])[NH:55][C:18]([C:14]1[S:13][C:12](/[CH:11]=[CH:10]/[C:9]2[C:5]([CH2:1][CH2:2][CH2:3][CH3:4])=[N:6][O:7][C:8]=2[CH3:21])=[N:16][C:15]=1[CH3:17])=[O:20]. The catalyst class is: 3. (3) Reactant: [CH2:1]([O:8][C:9]([N:11]1[CH2:17][CH2:16][CH2:15][CH:14]([NH2:18])[CH:13]([OH:19])[CH2:12]1)=[O:10])[C:2]1[CH:7]=[CH:6][CH:5]=[CH:4][CH:3]=1.[C:20]([O:24][C:25](O[C:25]([O:24][C:20]([CH3:23])([CH3:22])[CH3:21])=[O:26])=[O:26])([CH3:23])([CH3:22])[CH3:21]. Product: [CH2:1]([O:8][C:9]([N:11]1[CH2:17][CH2:16][CH2:15][CH:14]([NH:18][C:25]([O:24][C:20]([CH3:23])([CH3:22])[CH3:21])=[O:26])[CH:13]([OH:19])[CH2:12]1)=[O:10])[C:2]1[CH:3]=[CH:4][CH:5]=[CH:6][CH:7]=1. The catalyst class is: 165. (4) Reactant: [CH3:1][C:2]1[CH:7]=[C:6]([CH3:8])[CH:5]=[CH:4][C:3]=1[NH:9][C:10]([CH:12]([NH:15][CH2:16][C:17]1[CH:33]=[CH:32][C:20]([O:21][C:22]([CH3:31])([CH3:30])[C:23]([O:25]C(C)(C)C)=[O:24])=[CH:19][CH:18]=1)[CH2:13][CH3:14])=[O:11].FC(F)(F)C(O)=O. Product: [CH3:1][C:2]1[CH:7]=[C:6]([CH3:8])[CH:5]=[CH:4][C:3]=1[NH:9][C:10]([CH:12]([NH:15][CH2:16][C:17]1[CH:18]=[CH:19][C:20]([O:21][C:22]([CH3:30])([CH3:31])[C:23]([OH:25])=[O:24])=[CH:32][CH:33]=1)[CH2:13][CH3:14])=[O:11]. The catalyst class is: 4. (5) Reactant: [CH3:1][C:2]1[N:3]([CH2:29][C:30]([O:32][CH3:33])=[O:31])[C:4]2[CH2:5][C:6]([CH3:28])([CH3:27])[CH2:7][C:8](=[O:26])[C:9]=2[C:10]=1[CH2:11][C:12]1[CH:17]=[CH:16][CH:15]=[CH:14][C:13]=1[S:18]([N:21]1[CH2:25][CH2:24][CH2:23][CH2:22]1)(=[O:20])=[O:19].[Li+].C[Si]([N-][Si](C)(C)C)(C)C.[F:44]N(S(C1C=CC=CC=1)(=O)=O)S(C1C=CC=CC=1)(=O)=O. Product: [F:44][CH:29]([N:3]1[C:4]2[CH2:5][C:6]([CH3:28])([CH3:27])[CH2:7][C:8](=[O:26])[C:9]=2[C:10]([CH2:11][C:12]2[CH:17]=[CH:16][CH:15]=[CH:14][C:13]=2[S:18]([N:21]2[CH2:25][CH2:24][CH2:23][CH2:22]2)(=[O:20])=[O:19])=[C:2]1[CH3:1])[C:30]([O:32][CH3:33])=[O:31]. The catalyst class is: 1.